Dataset: Catalyst prediction with 721,799 reactions and 888 catalyst types from USPTO. Task: Predict which catalyst facilitates the given reaction. (1) Reactant: [NH2:1][C:2]1[N:7]=[CH:6][N:5]=[C:4]2[N:8]([CH2:12][C:13]3[O:14][C:15]4[C:20]([C:21](=[O:29])[C:22]=3[C:23]3[CH:28]=[CH:27][CH:26]=[CH:25][CH:24]=3)=[CH:19][C:18]([F:30])=[CH:17][CH:16]=4)[N:9]=[C:10](I)[C:3]=12.C([N:38]1[C:46]2[C:41](=[CH:42][CH:43]=[C:44](B3OC(C)(C)C(C)(C)O3)[CH:45]=2)[C:40]([CH3:56])=[N:39]1)(OC(C)(C)C)=O.C(=O)([O-])[O-].[Na+].[Na+].ClCCl. Product: [NH2:1][C:2]1[N:7]=[CH:6][N:5]=[C:4]2[N:8]([CH2:12][C:13]3[O:14][C:15]4[C:20]([C:21](=[O:29])[C:22]=3[C:23]3[CH:28]=[CH:27][CH:26]=[CH:25][CH:24]=3)=[CH:19][C:18]([F:30])=[CH:17][CH:16]=4)[N:9]=[C:10]([C:44]3[CH:45]=[C:46]4[C:41]([C:40]([CH3:56])=[N:39][NH:38]4)=[CH:42][CH:43]=3)[C:3]=12. The catalyst class is: 615. (2) Reactant: Br[C:2]1[CH:7]=[CH:6][C:5]([F:8])=[CH:4][C:3]=1[CH3:9].C([Li])CCC.CC([O:18][B:19](OC(C)C)[O:20]C(C)C)C. Product: [F:8][C:5]1[CH:6]=[CH:7][C:2]([B:19]([OH:20])[OH:18])=[C:3]([CH3:9])[CH:4]=1. The catalyst class is: 464.